The task is: Regression. Given a peptide amino acid sequence and an MHC pseudo amino acid sequence, predict their binding affinity value. This is MHC class II binding data.. This data is from Peptide-MHC class II binding affinity with 134,281 pairs from IEDB. The peptide sequence is IKDVLKYRWLNLSAN. The MHC is DRB1_0405 with pseudo-sequence DRB1_0405. The binding affinity (normalized) is 0.634.